Task: Predict the product of the given reaction.. Dataset: Forward reaction prediction with 1.9M reactions from USPTO patents (1976-2016) (1) Given the reactants [Cl:1][C:2]1[CH:24]=[CH:23][C:5]([CH2:6][NH:7][C:8]([C:10]2[CH:19]=[CH:18][C:13]([C:14]([O:16]C)=O)=[C:12]([N:20]=[C:21]=[S:22])[CH:11]=2)=[O:9])=[CH:4][CH:3]=1.[NH2:25][C:26]1[N:31]=[CH:30][C:29]([C:32]([NH2:34])=[O:33])=[CH:28][CH:27]=1, predict the reaction product. The product is: [NH2:34][C:32]([C:29]1[CH:28]=[CH:27][C:26]([N:25]2[C:14](=[O:16])[C:13]3[C:12](=[CH:11][C:10]([C:8]([NH:7][CH2:6][C:5]4[CH:4]=[CH:3][C:2]([Cl:1])=[CH:24][CH:23]=4)=[O:9])=[CH:19][CH:18]=3)[NH:20][C:21]2=[S:22])=[N:31][CH:30]=1)=[O:33]. (2) The product is: [N:39]1[CH:40]=[CH:41][CH:42]=[CH:43][C:38]=1[CH2:37][NH:36][S:33]([C:29]1[CH:28]=[C:27]([NH:26][C:12]([C:11]2[CH:10]=[N:9][N:8]3[C:3]([CH:2]([F:1])[F:25])=[CH:4][C:5]([C:15]4[CH:20]=[CH:19][C:18]([C:21]([F:24])([F:23])[F:22])=[CH:17][CH:16]=4)=[N:6][C:7]=23)=[O:13])[CH:32]=[CH:31][CH:30]=1)(=[O:34])=[O:35]. Given the reactants [F:1][CH:2]([F:25])[C:3]1[N:8]2[N:9]=[CH:10][C:11]([C:12](O)=[O:13])=[C:7]2[N:6]=[C:5]([C:15]2[CH:20]=[CH:19][C:18]([C:21]([F:24])([F:23])[F:22])=[CH:17][CH:16]=2)[CH:4]=1.[NH2:26][C:27]1[CH:28]=[C:29]([S:33]([NH:36][CH2:37][C:38]2[CH:43]=[CH:42][CH:41]=[CH:40][N:39]=2)(=[O:35])=[O:34])[CH:30]=[CH:31][CH:32]=1, predict the reaction product.